Dataset: Catalyst prediction with 721,799 reactions and 888 catalyst types from USPTO. Task: Predict which catalyst facilitates the given reaction. (1) Reactant: [NH2:1][C:2]1[N:10]=[C:9]2[C:5]([N:6]([CH2:18][O:19][CH2:20][CH2:21][Si:22]([CH3:25])([CH3:24])[CH3:23])[C:7](=[O:17])[N:8]2[CH:11]2[CH2:16][CH2:15][O:14][CH2:13][CH2:12]2)=[C:4](Cl)[N:3]=1.[CH3:27][O:28][CH2:29][CH2:30][OH:31].C(=O)([O-])[O-].[Cs+].[Cs+].C(OCC)(=O)C. Product: [NH2:1][C:2]1[N:10]=[C:9]2[C:5]([N:6]([CH2:18][O:19][CH2:20][CH2:21][Si:22]([CH3:25])([CH3:24])[CH3:23])[C:7](=[O:17])[N:8]2[CH:11]2[CH2:16][CH2:15][O:14][CH2:13][CH2:12]2)=[C:4]([O:31][CH2:30][CH2:29][O:28][CH3:27])[N:3]=1. The catalyst class is: 3. (2) Reactant: [CH:1]1([C:4]2[CH:5]=[N:6][CH:7]=[CH:8][CH:9]=2)[CH2:3][CH2:2]1.[ClH:10]. Product: [ClH:10].[CH:1]1([CH:4]2[CH2:9][CH2:8][CH2:7][NH:6][CH2:5]2)[CH2:3][CH2:2]1. The catalyst class is: 5. (3) Reactant: [NH2:1][C:2]1[CH:7]=[CH:6][C:5]([CH2:8][C:9]([O:11][CH3:12])=[O:10])=[C:4]([F:13])[C:3]=1[OH:14].[F:15][C:16]1[CH:21]=[CH:20][C:19]([N:22]=[C:23]=S)=[C:18]([CH3:25])[CH:17]=1. Product: [F:15][C:16]1[CH:21]=[CH:20][C:19]([NH:22][C:23]2[O:14][C:3]3[C:4]([F:13])=[C:5]([CH2:8][C:9]([O:11][CH3:12])=[O:10])[CH:6]=[CH:7][C:2]=3[N:1]=2)=[C:18]([CH3:25])[CH:17]=1. The catalyst class is: 5. (4) Reactant: [C:1]([NH:8][CH2:9][C:10]([OH:12])=O)([O:3][C:4]([CH3:7])([CH3:6])[CH3:5])=[O:2].C(N1CCOCC1)C.O.OC1C2N=NNC=2C=CC=1.C(Cl)CCl.FC(F)(F)C(O)=O.[CH3:43][CH:44]([O:46][C:47]1[C:52]([C:53]#[N:54])=[CH:51][C:50]([C:55]2[O:59][N:58]=[C:57]([C:60]3[C:61]([CH3:70])=[C:62]4[C:67](=[CH:68][CH:69]=3)[CH2:66][NH:65][CH2:64][CH2:63]4)[N:56]=2)=[CH:49][N:48]=1)[CH3:45]. Product: [C:53]([C:52]1[CH:51]=[C:50]([C:55]2[O:59][N:58]=[C:57]([C:60]3[C:61]([CH3:70])=[C:62]4[C:67](=[CH:68][CH:69]=3)[CH2:66][N:65]([C:10](=[O:12])[CH2:9][NH:8][C:1](=[O:2])[O:3][C:4]([CH3:5])([CH3:6])[CH3:7])[CH2:64][CH2:63]4)[N:56]=2)[CH:49]=[N:48][C:47]=1[O:46][CH:44]([CH3:45])[CH3:43])#[N:54]. The catalyst class is: 3. (5) Product: [CH3:39][C:34]1[CH:35]=[CH:36][CH:37]=[CH:38][C:33]=1[O:23][C:20]1[CH:21]=[CH:22][C:17]([C:16]2[C:11]([NH2:10])=[N:12][CH:13]=[CH:14][CH:15]=2)=[CH:18][CH:19]=1. The catalyst class is: 419. Reactant: N1C=CC=CC=1C(O)=O.[NH2:10][C:11]1[C:16]([C:17]2[CH:22]=[CH:21][C:20]([OH:23])=[CH:19][CH:18]=2)=[CH:15][CH:14]=[CH:13][N:12]=1.P([O-])([O-])([O-])=O.[K+].[K+].[K+].I[C:33]1[CH:38]=[CH:37][CH:36]=[CH:35][C:34]=1[CH3:39]. (6) Reactant: [F:1][C:2]([F:14])([F:13])[C:3]1[CH:12]=[C:11]2[C:6]([CH2:7][CH2:8][NH:9][CH2:10]2)=[CH:5][CH:4]=1.[O:15]=[C:16]1[C:20]([C:27]2[CH:32]=[CH:31][CH:30]=[CH:29][CH:28]=2)([C:21]2[CH:26]=[CH:25][CH:24]=[CH:23][CH:22]=2)[CH2:19][CH2:18][N:17]1[CH2:33][C:34](O)=[O:35].Cl.C(N=C=NCCCN(C)C)C. Product: [O:35]=[C:34]([N:9]1[CH2:8][CH2:7][C:6]2[C:11](=[CH:12][C:3]([C:2]([F:1])([F:13])[F:14])=[CH:4][CH:5]=2)[CH2:10]1)[CH2:33][N:17]1[CH2:18][CH2:19][C:20]([C:27]2[CH:32]=[CH:31][CH:30]=[CH:29][CH:28]=2)([C:21]2[CH:26]=[CH:25][CH:24]=[CH:23][CH:22]=2)[C:16]1=[O:15]. The catalyst class is: 4. (7) Reactant: [CH2:1]([O:8][CH2:9][CH2:10][CH2:11][C@H:12]([C:21]1[O:25][N:24]=[C:23]([C:26]2[CH:30]=[C:29]([C:31]([F:37])([F:36])[C:32]([CH3:35])([CH3:34])[CH3:33])[O:28][N:27]=2)[C:22]=1[CH:38]1[CH2:40][CH2:39]1)[CH2:13][C:14](OC(C)(C)C)=[O:15])[C:2]1[CH:7]=[CH:6][CH:5]=[CH:4][CH:3]=1.[Cl:41][C:42]1[CH:47]=[C:46]([CH3:48])[CH:45]=[CH:44][C:43]=1[NH2:49].C(N(C(C)C)CC)(C)C.CN(C(ON1N=NC2C=CC=NC1=2)=[N+](C)C)C.F[P-](F)(F)(F)(F)F.Cl. Product: [Cl:41][C:42]1[CH:47]=[C:46]([CH3:48])[CH:45]=[CH:44][C:43]=1[NH:49][C:14](=[O:15])[CH2:13][C@@H:12]([C:21]1[O:25][N:24]=[C:23]([C:26]2[CH:30]=[C:29]([C:31]([F:36])([F:37])[C:32]([CH3:35])([CH3:34])[CH3:33])[O:28][N:27]=2)[C:22]=1[CH:38]1[CH2:40][CH2:39]1)[CH2:11][CH2:10][CH2:9][O:8][CH2:1][C:2]1[CH:3]=[CH:4][CH:5]=[CH:6][CH:7]=1. The catalyst class is: 3. (8) The catalyst class is: 159. Product: [N:5]1[CH:6]=[CH:7][CH:2]=[CH:3][C:4]=1[C:8]1[NH:9][C:10]([C:15]2[CH:20]=[CH:19][CH:18]=[CH:17][N:16]=2)=[CH:11][C:12](=[O:14])[CH:13]=1. Reactant: Cl[C:2]1[CH:7]=[CH:6][N:5]=[C:4]([C:8]2[NH:9][C:10]([C:15]3[CH:20]=[C:19](Cl)[CH:18]=[CH:17][N:16]=3)=[CH:11][C:12](=[O:14])[CH:13]=2)[CH:3]=1.OCCN1CCNCC1.